This data is from Catalyst prediction with 721,799 reactions and 888 catalyst types from USPTO. The task is: Predict which catalyst facilitates the given reaction. (1) Reactant: [CH2:1]([O:3][C:4]1[CH:12]=[CH:11][CH:10]=[CH:9][C:5]=1[C:6]([NH2:8])=[O:7])[CH3:2].Cl[S:14]([OH:17])(=O)=[O:15].S(Cl)(Cl)=O.[CH2:22]([N:24]1[CH2:29][CH2:28][NH:27][CH2:26][CH2:25]1)[CH3:23]. Product: [CH2:1]([O:3][C:4]1[CH:12]=[CH:11][C:10]([S:14]([N:27]2[CH2:28][CH2:29][N:24]([CH2:22][CH3:23])[CH2:25][CH2:26]2)(=[O:17])=[O:15])=[CH:9][C:5]=1[C:6]([NH2:8])=[O:7])[CH3:2]. The catalyst class is: 46. (2) Reactant: N[C:2]1[CH:3]=[C:4]([CH:8]=[CH:9][C:10]=1[C:11]([F:14])([F:13])[F:12])[C:5]([OH:7])=[O:6].N([O-])=O.[Na+].[OH-].[Na+].[BrH:21]. Product: [Br:21][C:2]1[CH:3]=[C:4]([CH:8]=[CH:9][C:10]=1[C:11]([F:14])([F:13])[F:12])[C:5]([OH:7])=[O:6]. The catalyst class is: 6.